The task is: Predict the reaction yield, written as a fraction of the theoretical maximum amount of product (1.0 means a 100% yield; for example, 0.34 means a 34% yield).. This data is from Reaction yield outcomes from USPTO patents with 853,638 reactions. (1) The reactants are Br[C:2]1[CH:3]=[CH:4][C:5]([CH2:9][N:10]2[CH2:15][CH2:14][N:13]([C:16]([O:18][C:19]([CH3:22])([CH3:21])[CH3:20])=[O:17])[CH2:12][CH2:11]2)=[N:6][C:7]=1[CH3:8].[CH3:23][C:24]1[CH:29]=[CH:28][CH:27]=[CH:26][C:25]=1B(O)O.C(=O)([O-])[O-].[K+].[K+].O1CCOCC1. The catalyst is O.C1C=CC([P]([Pd]([P](C2C=CC=CC=2)(C2C=CC=CC=2)C2C=CC=CC=2)([P](C2C=CC=CC=2)(C2C=CC=CC=2)C2C=CC=CC=2)[P](C2C=CC=CC=2)(C2C=CC=CC=2)C2C=CC=CC=2)(C2C=CC=CC=2)C2C=CC=CC=2)=CC=1. The product is [CH3:8][C:7]1[N:6]=[C:5]([CH2:9][N:10]2[CH2:15][CH2:14][N:13]([C:16]([O:18][C:19]([CH3:22])([CH3:21])[CH3:20])=[O:17])[CH2:12][CH2:11]2)[CH:4]=[CH:3][C:2]=1[C:25]1[CH:26]=[CH:27][CH:28]=[CH:29][C:24]=1[CH3:23]. The yield is 0.920. (2) The reactants are [CH3:1][N:2]1[C:6]([C:7]2[CH:21]=[C:20]([N+:22]([O-])=O)[CH:19]=[CH:18][C:8]=2[O:9][CH2:10][CH2:11][N:12]2[CH2:17][CH2:16][O:15][CH2:14][CH2:13]2)=[CH:5][CH:4]=[N:3]1.O.C1COCC1. The catalyst is [Cl-].[NH4+].[Zn]. The product is [CH3:1][N:2]1[C:6]([C:7]2[CH:21]=[C:20]([NH2:22])[CH:19]=[CH:18][C:8]=2[O:9][CH2:10][CH2:11][N:12]2[CH2:17][CH2:16][O:15][CH2:14][CH2:13]2)=[CH:5][CH:4]=[N:3]1. The yield is 0.990. (3) The reactants are [CH2:1]([O:3][C:4](=[O:11])[CH2:5][CH:6](Br)[CH2:7][CH2:8][CH3:9])[CH3:2].[Na].[OH:13][C:14]1[CH:15]=[N:16][CH:17]=[CH:18][CH:19]=1. The catalyst is O1CCCC1. The product is [CH2:1]([O:3][C:4](=[O:11])[CH:5]([O:13][C:14]1[CH:15]=[N:16][CH:17]=[CH:18][CH:19]=1)[CH2:6][CH2:7][CH2:8][CH3:9])[CH3:2]. The yield is 0.340. (4) The reactants are [NH2:1][C:2]1[CH:14]=[C:13]2[C:5]([C:6]3[CH:7]=[C:8]([C:22]4[C:23]([CH3:28])=[N:24][O:25][C:26]=4[CH3:27])[CH:9]=[C:10]([C:19]([NH2:21])=[O:20])[C:11]=3[N:12]2[CH2:15][CH:16]2[CH2:18][CH2:17]2)=[CH:4][CH:3]=1.N1C=CC=CC=1.[C:35](Cl)(=[O:37])[CH3:36]. The catalyst is CN(C)C1C=CN=CC=1.C(Cl)Cl. The product is [C:35]([NH:1][C:2]1[CH:14]=[C:13]2[C:5]([C:6]3[CH:7]=[C:8]([C:22]4[C:23]([CH3:28])=[N:24][O:25][C:26]=4[CH3:27])[CH:9]=[C:10]([C:19]([NH2:21])=[O:20])[C:11]=3[N:12]2[CH2:15][CH:16]2[CH2:18][CH2:17]2)=[CH:4][CH:3]=1)(=[O:37])[CH3:36]. The yield is 0.110. (5) The reactants are [Cl:1][C:2]1[CH:11]=[CH:10][C:9]2[N:8]=[C:7]3[C:12](=[O:16])[NH:13][CH:14]=[N:15][C:6]3=[C:5]([C:17]([F:20])([F:19])[F:18])[C:4]=2[CH:3]=1.[Br:21][C:22]1[CH:30]=[CH:29][C:25]([CH2:26][Mg]Br)=[CH:24][CH:23]=1. The catalyst is C1COCC1. The product is [Br:21][C:22]1[CH:30]=[CH:29][C:25]([CH2:26][C:5]2([C:17]([F:18])([F:20])[F:19])[C:4]3[CH:3]=[C:2]([Cl:1])[CH:11]=[CH:10][C:9]=3[NH:8][C:7]3[C:12](=[O:16])[NH:13][CH:14]=[N:15][C:6]2=3)=[CH:24][CH:23]=1. The yield is 0.430. (6) The reactants are [CH3:1][O:2][C:3]1[CH:19]=[CH:18][C:6]([CH2:7][N:8]2[C:12]3[CH:13]=[CH:14][C:15]([NH2:17])=[CH:16][C:11]=3[N:10]=[CH:9]2)=[CH:5][CH:4]=1.[Br:20]Br.N.CO.C(Cl)(Cl)Cl. The catalyst is CC(O)=O. The product is [CH3:1][O:2][C:3]1[CH:4]=[CH:5][C:6]([CH2:7][N:8]2[C:12]3[CH:13]=[CH:14][C:15]([NH2:17])=[C:16]([Br:20])[C:11]=3[N:10]=[CH:9]2)=[CH:18][CH:19]=1. The yield is 0.950. (7) The reactants are [N:1]1([C:7]([O:9][C:10]([CH3:13])([CH3:12])[CH3:11])=[O:8])[CH2:6][CH2:5][NH:4][CH2:3][CH2:2]1.[Cl:14][C:15]1[CH:20]=[N:19][CH:18]=[C:17](Cl)[N:16]=1.C([O-])([O-])=O.[K+].[K+].CCOCC. The catalyst is C(#N)C. The product is [Cl:14][C:15]1[N:16]=[C:17]([N:4]2[CH2:5][CH2:6][N:1]([C:7]([O:9][C:10]([CH3:13])([CH3:12])[CH3:11])=[O:8])[CH2:2][CH2:3]2)[CH:18]=[N:19][CH:20]=1. The yield is 0.900. (8) The yield is 0.420. The product is [Cl:19][C:18]1[C:12]2[O:11][CH2:10][CH2:9][NH:8][CH2:14][C:13]=2[CH:15]=[CH:16][N:17]=1. The reactants are C([N:8]1[CH2:14][C:13]2[CH:15]=[CH:16][N:17]=[C:18]([Cl:19])[C:12]=2[O:11][CH2:10][CH2:9]1)C1C=CC=CC=1.ClC(OC(Cl)C)=O. The catalyst is C(#N)C. (9) The reactants are [C:1]([O:9][C:10]([C:14]([F:17])([F:16])[F:15])=[C:11]([F:13])[F:12])(=[O:8])[C:2]1[CH:7]=[CH:6][CH:5]=[CH:4][CH:3]=1.[S:18]([O-:21])([OH:20])=[O:19].[Na+:22].C(OOC(=O)C1C=CC=CC=1)(=O)C1C=CC=CC=1.C1(C)C=CC=CC=1. The catalyst is O. The product is [F:13][C:11]([F:12])([S:18]([O-:21])(=[O:20])=[O:19])[CH:10]([O:9][C:1](=[O:8])[C:2]1[CH:3]=[CH:4][CH:5]=[CH:6][CH:7]=1)[C:14]([F:16])([F:15])[F:17].[Na+:22]. The yield is 0.430. (10) The product is [CH2:24]([O:23][C:17]1[CH:16]=[C:15]([CH:12]([N:8]2[C:9](=[O:11])[C:10]3[C:6](=[CH:5][CH:4]=[CH:3][C:2]=3[NH:1][C:29]([CH:26]3[CH2:28][CH2:27]3)=[O:30])[CH2:7]2)[CH2:13][CH3:14])[CH:20]=[CH:19][C:18]=1[O:21][CH3:22])[CH3:25]. The catalyst is C1COCC1. The reactants are [NH2:1][C:2]1[CH:3]=[CH:4][CH:5]=[C:6]2[C:10]=1[C:9](=[O:11])[N:8]([CH:12]([C:15]1[CH:20]=[CH:19][C:18]([O:21][CH3:22])=[C:17]([O:23][CH2:24][CH3:25])[CH:16]=1)[CH2:13][CH3:14])[CH2:7]2.[CH:26]1([C:29](Cl)=[O:30])[CH2:28][CH2:27]1. The yield is 0.760.